This data is from TCR-epitope binding with 47,182 pairs between 192 epitopes and 23,139 TCRs. The task is: Binary Classification. Given a T-cell receptor sequence (or CDR3 region) and an epitope sequence, predict whether binding occurs between them. (1) The epitope is TLDSKTQSL. The TCR CDR3 sequence is CASSHGLAGVGETQYF. Result: 0 (the TCR does not bind to the epitope). (2) The epitope is SEISMDNSPNL. The TCR CDR3 sequence is CASSQDGAGGLGEQFF. Result: 0 (the TCR does not bind to the epitope). (3) The epitope is KLGGALQAK. The TCR CDR3 sequence is CASSLGDEQYF. Result: 1 (the TCR binds to the epitope). (4) The epitope is IPSINVHHY. The TCR CDR3 sequence is CASSTQGSPDEQYF. Result: 1 (the TCR binds to the epitope). (5) The epitope is KLGGALQAK. The TCR CDR3 sequence is CASSLAGNPYEQYF. Result: 1 (the TCR binds to the epitope).